Dataset: Catalyst prediction with 721,799 reactions and 888 catalyst types from USPTO. Task: Predict which catalyst facilitates the given reaction. (1) Reactant: COC1C=C(OC)C=CC=1C[N:6]([C:32]1[CH:37]=[CH:36][N:35]=[CH:34][N:33]=1)[S:7]([C:10]1[CH:15]=[CH:14][C:13]([O:16][C@H:17]2[CH2:21][CH2:20][CH2:19][C@@H:18]2[C:22]2[N:26]([CH3:27])[N:25]=[CH:24][CH:23]=2)=[C:12]([C:28]([F:31])([F:30])[F:29])[CH:11]=1)(=[O:9])=[O:8].C([SiH](CC)CC)C.FC(F)(F)C(O)=O. Product: [CH3:27][N:26]1[C:22]([C@H:18]2[CH2:19][CH2:20][CH2:21][C@@H:17]2[O:16][C:13]2[CH:14]=[CH:15][C:10]([S:7]([NH:6][C:32]3[CH:37]=[CH:36][N:35]=[CH:34][N:33]=3)(=[O:8])=[O:9])=[CH:11][C:12]=2[C:28]([F:31])([F:29])[F:30])=[CH:23][CH:24]=[N:25]1. The catalyst class is: 4. (2) Reactant: Cl[C:2]1[N:7]=[C:6]([NH:8][CH2:9][CH2:10][C:11]2[CH:16]=[CH:15][CH:14]=[C:13]([O:17][CH3:18])[CH:12]=2)[C:5]([Cl:19])=[CH:4][N:3]=1.[NH2:20][C:21]1[CH:22]=[C:23]([CH:26]=[CH:27][CH:28]=1)[CH2:24][OH:25].O.C1(C)C=CC(S(O)(=O)=O)=CC=1.C([O-])(O)=O.[Na+]. Product: [Cl:19][C:5]1[C:6]([NH:8][CH2:9][CH2:10][C:11]2[CH:16]=[CH:15][CH:14]=[C:13]([O:17][CH3:18])[CH:12]=2)=[N:7][C:2]([NH:20][C:21]2[CH:22]=[C:23]([CH2:24][OH:25])[CH:26]=[CH:27][CH:28]=2)=[N:3][CH:4]=1. The catalyst class is: 12. (3) Reactant: FC(F)(F)C(O)=O.[CH:8]1[C:16]2[C:15]3[CH:17]=[CH:18][CH:19]=[CH:20][C:14]=3[O:13][C:12]=2[C:11]([C:21]2[CH:50]=[CH:49][C:24]([C:25]3[CH:30]=[CH:29][C:28]([C:31]([N:33]4[CH2:38][CH2:37][N:36](C(OC(C)(C)C)=O)[CH:35]([C:46]([O-:48])=[O:47])[CH2:34]4)=[O:32])=[CH:27][CH:26]=3)=[CH:23][CH:22]=2)=[CH:10][CH:9]=1. Product: [CH:8]1[C:16]2[C:15]3[CH:17]=[CH:18][CH:19]=[CH:20][C:14]=3[O:13][C:12]=2[C:11]([C:21]2[CH:22]=[CH:23][C:24]([C:25]3[CH:26]=[CH:27][C:28]([C:31]([N:33]4[CH2:38][CH2:37][NH:36][CH:35]([C:46]([OH:48])=[O:47])[CH2:34]4)=[O:32])=[CH:29][CH:30]=3)=[CH:49][CH:50]=2)=[CH:10][CH:9]=1. The catalyst class is: 4. (4) Reactant: [CH:1]1([C:7]2[C:8]3[CH:9]=[CH:10][C:11]([C:42]([NH:44][S:45](=[O:50])(=[O:49])[N:46]([CH3:48])[CH3:47])=[O:43])=[CH:12][C:13]=3[N:14]3[CH2:20][C:19]([C:21]([N:23]4[CH2:27][C:26]56[CH2:32][N:33]([CH3:35])[CH2:34][C:25]5([CH2:30][N:29]([CH3:31])[CH2:28]6)[CH2:24]4)=[O:22])=[CH:18][C:17]4[CH:36]=[C:37]([O:40][CH3:41])[CH:38]=[CH:39][C:16]=4[C:15]=23)[CH2:6][CH2:5][CH2:4][CH2:3][CH2:2]1. Product: [CH:1]1([C:7]2[C:8]3[CH:9]=[CH:10][C:11]([C:42]([NH:44][S:45](=[O:49])(=[O:50])[N:46]([CH3:48])[CH3:47])=[O:43])=[CH:12][C:13]=3[N:14]3[CH2:20][CH:19]([C:21]([N:23]4[CH2:27][C:26]56[CH2:28][N:29]([CH3:31])[CH2:30][C:25]5([CH2:34][N:33]([CH3:35])[CH2:32]6)[CH2:24]4)=[O:22])[CH2:18][C:17]4[CH:36]=[C:37]([O:40][CH3:41])[CH:38]=[CH:39][C:16]=4[C:15]=23)[CH2:2][CH2:3][CH2:4][CH2:5][CH2:6]1. The catalyst class is: 19. (5) Reactant: [F:1][C:2]([F:13])([F:12])[C:3]([N:5]([CH2:9][CH2:10][OH:11])[CH2:6][CH2:7][OH:8])=[O:4].C(N(CC)CC)C.[CH3:21][S:22](Cl)(=[O:24])=[O:23]. Product: [CH3:21][S:22]([O:11][CH2:10][CH2:9][N:5]([C:3](=[O:4])[C:2]([F:12])([F:13])[F:1])[CH2:6][CH2:7][O:8][S:22]([CH3:21])(=[O:24])=[O:23])(=[O:24])=[O:23]. The catalyst class is: 1. (6) The catalyst class is: 2. Product: [F:33][C:34]1([F:38])[CH2:37][N:36]([CH2:14][CH2:13][CH2:12][C:10]2[CH:9]=[CH:8][CH:7]=[C:6]3[C:11]=2[C:2](=[O:1])[N:3]([C:26]2[CH:27]=[CH:28][CH:29]=[CH:30][CH:31]=2)[C:4]([C@@H:16]([NH:18][C:19](=[O:25])[O:20][C:21]([CH3:22])([CH3:23])[CH3:24])[CH3:17])=[N:5]3)[CH2:35]1. Reactant: [O:1]=[C:2]1[C:11]2[C:6](=[CH:7][CH:8]=[CH:9][C:10]=2[CH2:12][CH2:13][CH:14]=O)[N:5]=[C:4]([C@@H:16]([NH:18][C:19](=[O:25])[O:20][C:21]([CH3:24])([CH3:23])[CH3:22])[CH3:17])[N:3]1[C:26]1[CH:31]=[CH:30][CH:29]=[CH:28][CH:27]=1.Cl.[F:33][C:34]1([F:38])[CH2:37][NH:36][CH2:35]1.C(O[BH-](OC(=O)C)OC(=O)C)(=O)C.[Na+].C([O-])(O)=O.[Na+]. (7) Reactant: [C:1]([O:5][C:6]([N:8]([CH2:31][CH2:32][C:33]1[CH:38]=[CH:37][CH:36]=[CH:35][N:34]=1)[C:9]1[CH:30]=[CH:29][C:12]([NH:13][C:14]([C:16]2[CH:21]=[CH:20][CH:19]=[CH:18][C:17]=2[C:22]2[CH:27]=[CH:26][C:25]([OH:28])=[CH:24][CH:23]=2)=[O:15])=[CH:11][CH:10]=1)=[O:7])([CH3:4])([CH3:3])[CH3:2].C(=O)([O-])[O-].[K+].[K+].Br[CH2:46][C:47]([O:49][CH2:50][CH3:51])=[O:48].[Cl-].[NH4+]. Product: [C:1]([O:5][C:6]([N:8]([CH2:31][CH2:32][C:33]1[CH:38]=[CH:37][CH:36]=[CH:35][N:34]=1)[C:9]1[CH:10]=[CH:11][C:12]([NH:13][C:14]([C:16]2[CH:21]=[CH:20][CH:19]=[CH:18][C:17]=2[C:22]2[CH:27]=[CH:26][C:25]([O:28][CH2:46][C:47]([O:49][CH2:50][CH3:51])=[O:48])=[CH:24][CH:23]=2)=[O:15])=[CH:29][CH:30]=1)=[O:7])([CH3:4])([CH3:2])[CH3:3]. The catalyst class is: 9.